From a dataset of Rat liver microsome stability data. Regression/Classification. Given a drug SMILES string, predict its absorption, distribution, metabolism, or excretion properties. Task type varies by dataset: regression for continuous measurements (e.g., permeability, clearance, half-life) or binary classification for categorical outcomes (e.g., BBB penetration, CYP inhibition). Dataset: rlm. (1) The result is 0 (unstable in rat liver microsomes). The drug is Cc1cc(C)nc(NC(=S)N2CCN(c3cc(C(F)(F)F)nc4ccccc34)CC2)c1. (2) The drug is CC1(Oc2nc(NCc3ccc(-n4cncn4)cc3)nc3ccc(-c4ccc(OC5CC5)nc4)nc23)CC1. The result is 0 (unstable in rat liver microsomes). (3) The molecule is O=S(=O)(Nc1cccc2cccnc12)c1ccc(NCc2ccc(Cl)cc2O)cc1. The result is 1 (stable in rat liver microsomes).